From a dataset of Peptide-MHC class II binding affinity with 134,281 pairs from IEDB. Regression. Given a peptide amino acid sequence and an MHC pseudo amino acid sequence, predict their binding affinity value. This is MHC class II binding data. The peptide sequence is RTEQKDFDGRSEFAY. The MHC is DRB1_0401 with pseudo-sequence DRB1_0401. The binding affinity (normalized) is 0.136.